This data is from Full USPTO retrosynthesis dataset with 1.9M reactions from patents (1976-2016). The task is: Predict the reactants needed to synthesize the given product. (1) Given the product [Cl:1][C:2]1[CH:7]=[CH:6][CH:5]=[CH:4][C:3]=1[C:8]1[N:9]=[CH:10][C:11]([NH:14][C:15]2[CH:24]=[CH:23][C:22]([CH:25]3[CH2:26][CH2:27]3)=[CH:21][C:16]=2[C:17]([OH:19])=[O:18])=[CH:12][N:13]=1, predict the reactants needed to synthesize it. The reactants are: [Cl:1][C:2]1[CH:7]=[CH:6][CH:5]=[CH:4][C:3]=1[C:8]1[N:13]=[CH:12][C:11]([NH:14][C:15]2[CH:24]=[CH:23][C:22]([CH:25]3[CH2:27][CH2:26]3)=[CH:21][C:16]=2[C:17]([O:19]C)=[O:18])=[CH:10][N:9]=1.[OH-].[Na+]. (2) Given the product [F:1][C:2]1[CH:7]=[CH:6][CH:5]=[CH:4][C:3]=1[N:8]1[C:12]([C:13]2[CH:14]=[CH:15][N:16]=[CH:17][CH:18]=2)=[C:11]([C:19]2[O:23][N:22]=[C:21]([C:24]3[CH:25]=[C:26]([CH:29]=[CH:30][CH:31]=3)[CH2:27][N:32]3[CH2:36][CH2:35][CH:34]([OH:37])[CH2:33]3)[N:20]=2)[N:10]=[N:9]1, predict the reactants needed to synthesize it. The reactants are: [F:1][C:2]1[CH:7]=[CH:6][CH:5]=[CH:4][C:3]=1[N:8]1[C:12]([C:13]2[CH:18]=[CH:17][N:16]=[CH:15][CH:14]=2)=[C:11]([C:19]2[O:23][N:22]=[C:21]([C:24]3[CH:25]=[C:26]([CH:29]=[CH:30][CH:31]=3)[CH:27]=O)[N:20]=2)[N:10]=[N:9]1.[NH:32]1[CH2:36][CH2:35][CH:34]([OH:37])[CH2:33]1. (3) Given the product [CH3:1][O:2][N:3]([CH3:13])[C:4]([C:6]1[C:11]([O:12][CH3:14])=[CH:10][CH:9]=[CH:8][N:7]=1)=[O:5], predict the reactants needed to synthesize it. The reactants are: [CH3:1][O:2][N:3]([CH3:13])[C:4]([C:6]1[C:11]([OH:12])=[CH:10][CH:9]=[CH:8][N:7]=1)=[O:5].[C:14](=O)([O-])[O-].[K+].[K+].CI.